The task is: Predict the reaction yield, written as a fraction of the theoretical maximum amount of product (1.0 means a 100% yield; for example, 0.34 means a 34% yield).. This data is from Reaction yield outcomes from USPTO patents with 853,638 reactions. (1) The reactants are [I:1][C:2]1[CH:7]=[CH:6][CH:5]=[CH:4][C:3]=1[CH2:8][C:9]([OH:11])=O.O[N:13]1C2C=CC=CC=2N=N1.CCN=C=NCCCN(C)C.C(N(CC)C(C)C)(C)C.C(=O)([O-])[O-].[NH4+].[NH4+]. The catalyst is C1COCC1.CN(C=O)C. The product is [I:1][C:2]1[CH:7]=[CH:6][CH:5]=[CH:4][C:3]=1[CH2:8][C:9]([NH2:13])=[O:11]. The yield is 0.880. (2) The reactants are [Li+].[Cl-].[Cl:3][C:4]1[CH:5]=[C:6]([CH:9]=[C:10]([O:12]C)[CH:11]=1)[C:7]#[N:8].CCOC(C)=O. The catalyst is CN(C=O)C. The product is [Cl:3][C:4]1[CH:5]=[C:6]([CH:9]=[C:10]([OH:12])[CH:11]=1)[C:7]#[N:8]. The yield is 0.670. (3) The catalyst is C(Cl)Cl. The yield is 0.820. The product is [C:7]([C:14]1[C:13]([O:12][CH3:11])=[CH:18][C:17]([O:19][CH3:20])=[CH:16][C:15]=1[NH:21][C:22]([C:24]1[S:25][CH:26]=[C:27]([CH:29]([CH3:31])[CH3:30])[N:28]=1)=[O:23])(=[O:9])[CH3:8]. The reactants are [Al](Cl)(CC)CC.[C:7](Cl)(=[O:9])[CH3:8].[CH3:11][O:12][C:13]1[CH:14]=[C:15]([NH:21][C:22]([C:24]2[S:25][CH:26]=[C:27]([CH:29]([CH3:31])[CH3:30])[N:28]=2)=[O:23])[CH:16]=[C:17]([O:19][CH3:20])[CH:18]=1. (4) The reactants are [CH3:1][N:2]1[C:6]2=[N:7][CH:8]=[C:9]([N+:15]([O-])=O)[C:10]([C:11]([F:14])([F:13])[F:12])=[C:5]2[C:4]([C:18]2[CH2:19][CH2:20][N:21]([C:24]([O:26][C:27]([CH3:30])([CH3:29])[CH3:28])=[O:25])[CH2:22][CH:23]=2)=[CH:3]1. The catalyst is CCO.C(Cl)Cl.[OH-].[OH-].[Pd+2]. The product is [NH2:15][C:9]1[C:10]([C:11]([F:12])([F:14])[F:13])=[C:5]2[C:4]([CH:18]3[CH2:23][CH2:22][N:21]([C:24]([O:26][C:27]([CH3:30])([CH3:28])[CH3:29])=[O:25])[CH2:20][CH2:19]3)=[CH:3][N:2]([CH3:1])[C:6]2=[N:7][CH:8]=1. The yield is 0.683.